This data is from Reaction yield outcomes from USPTO patents with 853,638 reactions. The task is: Predict the reaction yield, written as a fraction of the theoretical maximum amount of product (1.0 means a 100% yield; for example, 0.34 means a 34% yield). (1) The reactants are [BH4-].[Na+].[Cl:3][C:4]1[CH:9]=[CH:8][C:7]([CH:10]=[C:11]([C:17]#[N:18])[C:12]([O:14][CH2:15][CH3:16])=[O:13])=[CH:6][C:5]=1[F:19]. The catalyst is CCO. The product is [Cl:3][C:4]1[CH:9]=[CH:8][C:7]([CH2:10][CH:11]([C:17]#[N:18])[C:12]([O:14][CH2:15][CH3:16])=[O:13])=[CH:6][C:5]=1[F:19]. The yield is 0.580. (2) The reactants are [Br:1][C:2]1[CH:10]=[CH:9][C:5]([C:6]([OH:8])=[O:7])=[C:4]([CH3:11])[CH:3]=1.IC.[C:14](=O)(O)[O-].[Na+]. The catalyst is CN(C=O)C. The product is [CH3:14][O:7][C:6](=[O:8])[C:5]1[CH:9]=[CH:10][C:2]([Br:1])=[CH:3][C:4]=1[CH3:11]. The yield is 1.00. (3) The reactants are O[CH:2]([C:20]1[C:28]2[C:27](=[O:29])[CH2:26][C:25]([CH3:31])([CH3:30])[CH2:24][C:23]=2[NH:22][C:21]=1[CH3:32])[C:3]1[CH:8]=[CH:7][CH:6]=[CH:5][C:4]=1[S:9]([N:12]([CH3:19])[C:13]1[CH:18]=[CH:17][CH:16]=[CH:15][CH:14]=1)(=[O:11])=[O:10].FC(F)(F)S(O[Si](C)(C)C)(=O)=O.C([SiH](CC)CC)C.CO. The catalyst is ClCCl. The product is [CH3:19][N:12]([C:13]1[CH:14]=[CH:15][CH:16]=[CH:17][CH:18]=1)[S:9]([C:4]1[CH:5]=[CH:6][CH:7]=[CH:8][C:3]=1[CH2:2][C:20]1[C:28]2[C:27](=[O:29])[CH2:26][C:25]([CH3:30])([CH3:31])[CH2:24][C:23]=2[NH:22][C:21]=1[CH3:32])(=[O:11])=[O:10]. The yield is 0.280. (4) The reactants are Cl[C:2]1[N:6]2[CH:7]=[C:8]([F:11])[CH:9]=[CH:10][C:5]2=[N:4][N:3]=1.[OH:12][CH2:13][C@H:14]1[CH2:18][CH2:17][CH2:16][NH:15]1.N. The catalyst is CN1C(=O)CCC1.CO.C(Cl)Cl. The product is [F:11][C:8]1[CH:9]=[CH:10][C:5]2[N:6]([C:2]([N:15]3[CH2:16][CH2:17][CH2:18][C@@H:14]3[CH2:13][OH:12])=[N:3][N:4]=2)[CH:7]=1. The yield is 0.530. (5) The reactants are [NH:1]1[C:9]2[C:4](=[CH:5][CH:6]=[CH:7][CH:8]=2)[C:3]([S:10]([CH2:12][C:13]([NH:15][C:16]2[CH:20]=[C:19]([CH3:21])[O:18][N:17]=2)=[O:14])=[O:11])=[CH:2]1.[H-].[Na+].[Cl:24][C:25]1[CH:26]=[C:27]([CH:30]=[CH:31][CH:32]=1)[CH2:28]Br. The catalyst is CN(C=O)C. The product is [Cl:24][C:25]1[CH:26]=[C:27]([CH:30]=[CH:31][CH:32]=1)[CH2:28][N:1]1[C:9]2[C:4](=[CH:5][CH:6]=[CH:7][CH:8]=2)[C:3]([S:10]([CH2:12][C:13]([NH:15][C:16]2[CH:20]=[C:19]([CH3:21])[O:18][N:17]=2)=[O:14])=[O:11])=[CH:2]1. The yield is 0.340.